From a dataset of Forward reaction prediction with 1.9M reactions from USPTO patents (1976-2016). Predict the product of the given reaction. (1) Given the reactants N#N.[F:3][C:4]1[CH:9]=[CH:8][CH:7]=[CH:6][C:5]=1[F:10].[Li]CCCC.CON(C)[C:19]([C@@H:21]1[CH2:26][CH2:25][CH2:24][N:23]([C:27]([O:29][C:30]([CH3:33])([CH3:32])[CH3:31])=[O:28])[CH2:22]1)=[O:20], predict the reaction product. The product is: [C:30]([O:29][C:27]([N:23]1[CH2:24][CH2:25][CH2:26][C@@H:21]([C:19](=[O:20])[C:6]2[CH:7]=[CH:8][CH:9]=[C:4]([F:3])[C:5]=2[F:10])[CH2:22]1)=[O:28])([CH3:33])([CH3:32])[CH3:31].[F:3][C:4]1[C:5]([F:10])=[CH:6][CH:7]=[CH:8][C:9]=1[C:19]([C@@H:21]1[CH2:26][CH2:25][CH2:24][N:23]([C:27]([O:29][C:30]([CH3:33])([CH3:32])[CH3:31])=[O:28])[CH2:22]1)=[O:20]. (2) Given the reactants [Cl:1][C:2]1[N:7]=[C:6]([NH2:8])[N:5]=[C:4]([NH2:9])[C:3]=1I.[C:11]([C:13]1[CH:14]=[N:15][CH:16]=[CH:17][CH:18]=1)#[CH:12].C(N(CC)CC)C, predict the reaction product. The product is: [Cl:1][C:2]1[N:7]=[C:6]([NH2:8])[N:5]=[C:4]([NH2:9])[C:3]=1[C:12]#[C:11][C:13]1[CH:14]=[N:15][CH:16]=[CH:17][CH:18]=1. (3) Given the reactants [O:1]=[C:2]1[O:6][N:5]=[C:4](/[C:7](=[N:14]\[O:15][CH2:16][C:17]2[N:22]=[C:21]([NH:23][C:24](=[O:30])[O:25][C:26]([CH3:29])([CH3:28])[CH3:27])[CH:20]=[CH:19][CH:18]=2)/[C:8]2[CH:13]=[CH:12][CH:11]=[CH:10][CH:9]=2)[NH:3]1.[C:31](=O)([O-])[O-].[K+].[K+].IC, predict the reaction product. The product is: [CH3:31][N:3]1[C:2](=[O:1])[O:6][N:5]=[C:4]1/[C:7](=[N:14]\[O:15][CH2:16][C:17]1[N:22]=[C:21]([NH:23][C:24](=[O:30])[O:25][C:26]([CH3:27])([CH3:29])[CH3:28])[CH:20]=[CH:19][CH:18]=1)/[C:8]1[CH:13]=[CH:12][CH:11]=[CH:10][CH:9]=1. (4) The product is: [NH2:2][CH:5]([C:9]1[N:21]([CH2:22][C:23]2[CH:28]=[CH:27][CH:26]=[CH:25][CH:24]=2)[C:20](=[O:29])[C:19]2[S:18][C:17]3[N:16]=[CH:15][CH:14]=[CH:13][C:12]=3[C:11]=2[N:10]=1)[CH:6]([CH3:7])[CH3:8]. Given the reactants O.[N:2]([CH:5]([C:9]1[N:21]([CH2:22][C:23]2[CH:28]=[CH:27][CH:26]=[CH:25][CH:24]=2)[C:20](=[O:29])[C:19]2[S:18][C:17]3[N:16]=[CH:15][CH:14]=[CH:13][C:12]=3[C:11]=2[N:10]=1)[CH:6]([CH3:8])[CH3:7])=[N+]=[N-].C1(P(C2C=CC=CC=2)C2C=CC=CC=2)C=CC=CC=1, predict the reaction product. (5) Given the reactants [CH:1]1([CH2:4][N:5]2[C:10](=[O:11])[C:9]([CH3:12])=[CH:8][NH:7][C:6]2=[O:13])[CH2:3][CH2:2]1.[CH2:14]([N:20]=[C:21]=[O:22])[CH2:15][CH2:16][CH2:17][CH2:18][CH3:19], predict the reaction product. The product is: [CH:1]1([CH2:4][N:5]2[C:10](=[O:11])[C:9]([CH3:12])=[CH:8][N:7]([C:21]([NH:20][CH2:14][CH2:15][CH2:16][CH2:17][CH2:18][CH3:19])=[O:22])[C:6]2=[O:13])[CH2:2][CH2:3]1. (6) Given the reactants [Br:1][CH2:2][CH2:3][N:4]1[C:8]([CH2:9]O)=[CH:7][C:6]([N+:11]([O-:13])=[O:12])=[N:5]1.P(Br)(Br)[Br:15].C(=O)(O)[O-].[Na+], predict the reaction product. The product is: [Br:1][CH2:2][CH2:3][N:4]1[C:8]([CH2:9][Br:15])=[CH:7][C:6]([N+:11]([O-:13])=[O:12])=[N:5]1. (7) Given the reactants [C:1]([C:5]1[CH:6]=[C:7]([CH2:16][C:17]#[N:18])[CH:8]=[C:9]([C:12]([CH3:15])([CH3:14])[CH3:13])[C:10]=1[OH:11])([CH3:4])([CH3:3])[CH3:2].[H-].[H-].[H-].[H-].[Li+].[Al+3].[OH-].[Na+], predict the reaction product. The product is: [C:12]([C:9]1[CH:8]=[C:7]([CH2:16][CH2:17][NH2:18])[CH:6]=[C:5]([C:1]([CH3:4])([CH3:3])[CH3:2])[C:10]=1[OH:11])([CH3:15])([CH3:14])[CH3:13].